The task is: Predict which catalyst facilitates the given reaction.. This data is from Catalyst prediction with 721,799 reactions and 888 catalyst types from USPTO. (1) Reactant: C(OC([N:8]1[C:16]2[C:11](=[CH:12][C:13]([C:17]3[N:18]=[N:19][C:20]([O:23][C@@H:24]4[CH:29]5[CH2:30][CH2:31][N:26]([CH2:27][CH2:28]5)[CH2:25]4)=[CH:21][CH:22]=3)=[CH:14][CH:15]=2)[CH:10]=[C:9]1[Cl:32])=O)(C)(C)C.Cl. Product: [ClH:32].[Cl:32][C:9]1[NH:8][C:16]2[C:11]([CH:10]=1)=[CH:12][C:13]([C:17]1[N:18]=[N:19][C:20]([O:23][C@@H:24]3[CH:29]4[CH2:30][CH2:31][N:26]([CH2:27][CH2:28]4)[CH2:25]3)=[CH:21][CH:22]=1)=[CH:14][CH:15]=2. The catalyst class is: 41. (2) Reactant: BrC1C=C(C2C=CC(C(OCC)=O)=CC=2)C=CC=1[OH:8].C(C1C=C(B(O)O)C=CC=1N1CCCC1)(C)(C)C.C(=O)([O-])[O-].[K+].[K+].[C:44]([C:48]1[CH:49]=[C:50]([C:59]2[CH:60]=[C:61]([C:66]3[CH:71]=[CH:70][C:69]([C:72]([O:74][CH2:75][CH3:76])=[O:73])=[CH:68][CH:67]=3)[CH:62]=[CH:63][C:64]=2O)[CH:51]=[CH:52][C:53]=1[N:54]1[CH2:58][CH2:57][CH2:56][CH2:55]1)([CH3:47])([CH3:46])[CH3:45]. Product: [C:44]([C:48]1[CH:49]=[C:50]([C:59]2[CH:60]=[C:61]([C:66]3[CH:71]=[CH:70][C:69]([OH:8])([C:72]([O:74][CH2:75][CH3:76])=[O:73])[CH2:68][CH:67]=3)[CH:62]=[CH:63][CH:64]=2)[CH:51]=[CH:52][C:53]=1[N:54]1[CH2:58][CH2:57][CH2:56][CH2:55]1)([CH3:45])([CH3:46])[CH3:47]. The catalyst class is: 73. (3) Reactant: [Br:1][C:2]1[CH:7]=[C:6]([N+:8]([O-:10])=[O:9])[CH:5]=[CH:4][C:3]=1F.[CH3:12][C:13]([SH:16])([CH3:15])[CH3:14].C(=O)([O-])[O-].[K+].[K+]. Product: [Br:1][C:2]1[CH:7]=[C:6]([N+:8]([O-:10])=[O:9])[CH:5]=[CH:4][C:3]=1[S:16][C:13]([CH3:15])([CH3:14])[CH3:12]. The catalyst class is: 3. (4) Reactant: [Cl-].[Al+3].[Cl-].[Cl-].[Br:5][C:6]1[CH:13]=[CH:12][CH:11]=[CH:10][C:7]=1[C:8]#[N:9].[F:14][C:15]1[CH:16]=[C:17]([CH:19]=[CH:20][C:21]=1[CH3:22])[NH2:18]. Product: [Br:5][C:6]1[CH:13]=[CH:12][CH:11]=[CH:10][C:7]=1[C:8](=[NH:9])[NH:18][C:17]1[CH:19]=[CH:20][C:21]([CH3:22])=[C:15]([F:14])[CH:16]=1. The catalyst class is: 22.